Dataset: Full USPTO retrosynthesis dataset with 1.9M reactions from patents (1976-2016). Task: Predict the reactants needed to synthesize the given product. (1) Given the product [Br:1][C:16]1[N:14]2[CH:15]=[C:10]([Br:9])[N:11]=[C:12]([Br:19])[C:13]2=[N:18][CH:17]=1, predict the reactants needed to synthesize it. The reactants are: [Br:1]N1C(=O)CCC1=O.[Br:9][C:10]1[N:11]=[C:12]([Br:19])[C:13]2[N:14]([CH:16]=[CH:17][N:18]=2)[CH:15]=1. (2) Given the product [CH:1]1([N:6]2[C:10]3[N:11]=[C:12]([NH:15][C:16]4[CH:24]=[CH:23][C:19]([C:20]([N:31]5[CH2:32][C@@H:33]6[CH2:37][C@H:30]5[CH2:35][C@H:34]6[OH:36])=[O:21])=[CH:18][N:17]=4)[N:13]=[CH:14][C:9]=3[CH:8]=[C:7]2[C:25]([N:26]([CH3:28])[CH3:27])=[O:29])[CH2:5][CH2:4][CH2:3][CH2:2]1, predict the reactants needed to synthesize it. The reactants are: [CH:1]1([N:6]2[C:10]3[N:11]=[C:12]([NH:15][C:16]4[CH:24]=[CH:23][C:19]([C:20](O)=[O:21])=[CH:18][N:17]=4)[N:13]=[CH:14][C:9]=3[CH:8]=[C:7]2[C:25](=[O:29])[N:26]([CH3:28])[CH3:27])[CH2:5][CH2:4][CH2:3][CH2:2]1.[C@H:30]12[CH2:37][C@H:33]([C@H:34]([OH:36])[CH2:35]1)[CH2:32][NH:31]2. (3) Given the product [I:1][C:2]1[C:10]2[C:5](=[CH:6][CH:7]=[CH:8][C:9]=2[N+:11]([O-:13])=[O:12])[N:4]([CH2:23][C:22]2[CH:21]=[N:20][CH:19]=[CH:18][CH:17]=2)[N:3]=1, predict the reactants needed to synthesize it. The reactants are: [I:1][C:2]1[C:10]2[C:5](=[CH:6][CH:7]=[CH:8][C:9]=2[N+:11]([O-:13])=[O:12])[NH:4][N:3]=1.Br.BrC[C:17]1[CH:22]=[CH:21][N:20]=[CH:19][CH:18]=1.[C:23](N=C(N(C)C)N(C)C)(C)(C)C. (4) Given the product [CH3:22][C:17]1[NH:18][C:19]2[C:15]([CH:16]=1)=[CH:14][C:13]([O:12][C:6]1[C:5]3[C:10](=[CH:11][C:2]([O:1][CH2:24][CH2:25][N:26]4[CH2:31][CH2:30][O:29][CH2:28][CH2:27]4)=[CH:3][CH:4]=3)[N:9]=[CH:8][N:7]=1)=[CH:21][CH:20]=2, predict the reactants needed to synthesize it. The reactants are: [OH:1][C:2]1[CH:11]=[C:10]2[C:5]([C:6]([O:12][C:13]3[CH:14]=[C:15]4[C:19](=[CH:20][CH:21]=3)[NH:18][C:17]([CH3:22])=[CH:16]4)=[N:7][CH:8]=[N:9]2)=[CH:4][CH:3]=1.O[CH2:24][CH2:25][N:26]1[CH2:31][CH2:30][O:29][CH2:28][CH2:27]1. (5) Given the product [CH3:1][S:2][C:3]1[CH:10]=[CH:9][C:6]([C:7]([NH2:8])=[S:12])=[CH:5][CH:4]=1, predict the reactants needed to synthesize it. The reactants are: [CH3:1][S:2][C:3]1[CH:10]=[CH:9][C:6]([C:7]#[N:8])=[CH:5][CH:4]=1.P([S-])(OCC)(OCC)=[S:12].O. (6) Given the product [CH2:24]([O:21]/[N:20]=[C:11]1/[C:10](=[CH:9][C:8]2[CH:7]=[CH:6][C:5]([S:2]([CH3:1])(=[O:4])=[O:3])=[CH:23][CH:22]=2)[C:19]2[C:14]([CH2:13][CH2:12]/1)=[CH:15][CH:16]=[CH:17][CH:18]=2)[C:25]1[CH:30]=[CH:29][CH:28]=[CH:27][CH:26]=1, predict the reactants needed to synthesize it. The reactants are: [CH3:1][S:2]([C:5]1[CH:23]=[CH:22][C:8]([CH:9]=[C:10]2[C:19]3[C:14](=[CH:15][CH:16]=[CH:17][CH:18]=3)[CH2:13][CH2:12]/[C:11]/2=[N:20]\[OH:21])=[CH:7][CH:6]=1)(=[O:4])=[O:3].[CH2:24](Br)[C:25]1[CH:30]=[CH:29][CH:28]=[CH:27][CH:26]=1.C(=O)([O-])[O-].[K+].[K+].CN(C)C=O. (7) Given the product [CH3:10][C:2]([NH:11][C:21](=[O:22])[C:20]([F:31])([F:30])[F:19])([CH3:1])[CH2:3][C:4]1[CH:9]=[CH:8][CH:7]=[CH:6][CH:5]=1, predict the reactants needed to synthesize it. The reactants are: [CH3:1][C:2]([NH2:11])([CH3:10])[CH2:3][C:4]1[CH:9]=[CH:8][CH:7]=[CH:6][CH:5]=1.C(N(CC)CC)C.[F:19][C:20]([F:31])([F:30])[C:21](O[C:21](=[O:22])[C:20]([F:31])([F:30])[F:19])=[O:22].C(=O)([O-])O.[Na+]. (8) Given the product [O:3]1[C:8]2=[CH:9][CH:10]=[CH:11][C:7]2=[CH:6][C:5]([CH:12]2[CH2:17][CH2:16][CH2:15][CH2:14][N:13]2[CH2:18][CH2:19][C@H:20]2[CH2:21][CH2:22][C@H:23]([NH:26][C:27](=[O:31])[CH:28]([CH3:30])[CH3:29])[CH2:24][CH2:25]2)=[CH:4]1, predict the reactants needed to synthesize it. The reactants are: Cl.Cl.[O:3]1[C:8]2=[CH:9][CH:10]=[CH:11][C:7]2=[CH:6][C:5]([CH:12]2[CH2:17][CH2:16][CH2:15][CH2:14][N:13]2[CH2:18][CH2:19][C@H:20]2[CH2:25][CH2:24][C@H:23]([NH2:26])[CH2:22][CH2:21]2)=[CH:4]1.[C:27](O)(=[O:31])[CH:28]([CH3:30])[CH3:29]. (9) Given the product [C:1]([O:5][C:6](=[O:7])[CH2:8][C@H:9]([NH:12][S:13]([C:16]1[CH:24]=[CH:23][C:19]([C:20](=[O:22])[NH2:40])=[CH:18][C:17]=1[O:25][CH2:26][CH2:27][C:28]1[CH:37]=[CH:36][CH:35]=[C:34]2[C:29]=1[CH:30]=[CH:31][CH:32]=[N:33]2)(=[O:14])=[O:15])[C:10]#[N:11])([CH3:4])([CH3:2])[CH3:3], predict the reactants needed to synthesize it. The reactants are: [C:1]([O:5][C:6]([CH2:8][C@H:9]([NH:12][S:13]([C:16]1[CH:24]=[CH:23][C:19]([C:20]([OH:22])=O)=[CH:18][C:17]=1[O:25][CH2:26][CH2:27][C:28]1[CH:37]=[CH:36][CH:35]=[C:34]2[C:29]=1[CH:30]=[CH:31][CH:32]=[N:33]2)(=[O:15])=[O:14])[C:10]#[N:11])=[O:7])([CH3:4])([CH3:3])[CH3:2].CC[N:40]=C=NCCCN(C)C.C1C=CC2N(O)N=NC=2C=1.CN1CCOCC1.[NH4+].[OH-]. (10) The reactants are: [Cl:1][C:2]1[CH:3]=[CH:4][C:5]2[C:14]3[C:9](=[C:10]([NH:15]C(=O)O)[N:11]=[CH:12][CH:13]=3)[C:8](=[O:19])[N:7]([CH3:20])[C:6]=2[CH:21]=1.Cl.C(=O)(O)[O-].[Na+].[C:28]([OH:34])([C:30]([F:33])([F:32])[F:31])=[O:29]. Given the product [C:28]([OH:34])([C:30]([F:33])([F:32])[F:31])=[O:29].[NH2:15][C:10]1[N:11]=[CH:12][CH:13]=[C:14]2[C:9]=1[C:8](=[O:19])[N:7]([CH3:20])[C:6]1[CH:21]=[C:2]([Cl:1])[CH:3]=[CH:4][C:5]2=1, predict the reactants needed to synthesize it.